From a dataset of Reaction yield outcomes from USPTO patents with 853,638 reactions. Predict the reaction yield, written as a fraction of the theoretical maximum amount of product (1.0 means a 100% yield; for example, 0.34 means a 34% yield). (1) The reactants are P(Cl)(Cl)(Cl)=O.[CH2:6]([O:8][C:9]([C:11]1[NH:12][CH:13]=[C:14]([CH3:16])[CH:15]=1)=[O:10])[CH3:7].[OH-].[Na+].CN(C)[CH:21]=[O:22]. The catalyst is O. The product is [CH2:6]([O:8][C:9]([C:11]1[NH:12][C:13]([CH:21]=[O:22])=[C:14]([CH3:16])[CH:15]=1)=[O:10])[CH3:7]. The yield is 0.680. (2) The reactants are S(=O)(=O)(O)N.[Cl:6][C:7]1[CH:8]=[C:9]([CH:12]=[C:13]([CH3:16])[C:14]=1[OH:15])[CH:10]=[O:11].Cl([O-])=[O:18].[Na+]. The catalyst is O.C(O)(C)(C)C. The product is [Cl:6][C:7]1[CH:8]=[C:9]([CH:12]=[C:13]([CH3:16])[C:14]=1[OH:15])[C:10]([OH:18])=[O:11]. The yield is 0.520.